Predict the product of the given reaction. From a dataset of Forward reaction prediction with 1.9M reactions from USPTO patents (1976-2016). (1) Given the reactants [F:1][C:2]([F:23])([F:22])[C:3]1[CH:4]=[C:5]([CH:15]=[C:16]([C:18]([F:21])([F:20])[F:19])[CH:17]=1)[CH2:6][O:7][CH2:8][C:9](N(OC)C)=[O:10].O1CCCC1.[O:29]1[CH2:34][CH2:33][CH2:32][O:31][CH:30]1[C:35]1[CH:40]=[CH:39][CH:38]=[CH:37][C:36]=1[Mg]Br, predict the reaction product. The product is: [O:29]1[CH2:34][CH2:33][CH2:32][O:31][CH:30]1[C:35]1[CH:36]=[CH:37][CH:38]=[CH:39][C:40]=1[C:9](=[O:10])[CH2:8][O:7][CH2:6][C:5]1[CH:4]=[C:3]([C:2]([F:23])([F:22])[F:1])[CH:17]=[C:16]([C:18]([F:19])([F:21])[F:20])[CH:15]=1. (2) Given the reactants [NH2:1][C:2]1[CH:3]=[C:4]([C:8]2[CH:13]=[N:12][CH:11]=[C:10]3[S:14][C:15]([C:17]([NH2:19])=[O:18])=[CH:16][C:9]=23)[CH:5]=[CH:6][CH:7]=1.Cl[CH2:21][C:22]([NH2:24])=[O:23].C(=O)([O-])[O-].[Cs+].[Cs+].CCOC(C)=O, predict the reaction product. The product is: [C:22]([CH2:21][NH:1][C:2]1[CH:3]=[C:4]([C:8]2[CH:13]=[N:12][CH:11]=[C:10]3[S:14][C:15]([C:17]([NH2:19])=[O:18])=[CH:16][C:9]=23)[CH:5]=[CH:6][CH:7]=1)(=[O:23])[NH2:24]. (3) Given the reactants [CH2:1]([O:3][C:4](=[O:34])[C:5]([NH:30][C:31](=[O:33])[CH3:32])([CH:11]1[CH2:20][CH2:19][C:18]2[C:13](=[CH:14][CH:15]=[C:16]([CH2:21][CH2:22][CH2:23][CH2:24][CH2:25][CH2:26][CH2:27][CH3:28])[CH:17]=2)[CH:12]1O)[C:6]([O:8][CH2:9][CH3:10])=[O:7])[CH3:2].C(OCC)C, predict the reaction product. The product is: [CH2:1]([O:3][C:4](=[O:34])[C:5]([NH:30][C:31](=[O:33])[CH3:32])([C:11]1[CH2:20][CH2:19][C:18]2[C:13](=[CH:14][CH:15]=[C:16]([CH2:21][CH2:22][CH2:23][CH2:24][CH2:25][CH2:26][CH2:27][CH3:28])[CH:17]=2)[CH:12]=1)[C:6]([O:8][CH2:9][CH3:10])=[O:7])[CH3:2]. (4) Given the reactants [C:1]1([C@@H:7]2[N:13]([C:14]3[CH:19]=[CH:18][CH:17]=[CH:16][CH:15]=3)[CH2:12][C:11]3[CH:20]=[CH:21][C:22]([C:24]([O:26]C)=O)=[CH:23][C:10]=3[O:9][CH2:8]2)[CH:6]=[CH:5][CH:4]=[CH:3][CH:2]=1.[NH2:28][OH:29].[OH-].[Na+], predict the reaction product. The product is: [OH:29][NH:28][C:24]([C:22]1[CH:21]=[CH:20][C:11]2[CH2:12][N:13]([C:14]3[CH:19]=[CH:18][CH:17]=[CH:16][CH:15]=3)[C@@H:7]([C:1]3[CH:6]=[CH:5][CH:4]=[CH:3][CH:2]=3)[CH2:8][O:9][C:10]=2[CH:23]=1)=[O:26]. (5) Given the reactants [OH:1][C:2]([C:10]1[O:11][C:12]2[CH:18]=[CH:17][C:16]([CH2:19][C:20](O)=[O:21])=[CH:15][C:13]=2[CH:14]=1)([C:4]1[CH:9]=[CH:8][N:7]=[CH:6][CH:5]=1)[CH3:3].CN(C(ON1N=NC2C=CC=NC1=2)=[N+](C)C)C.F[P-](F)(F)(F)(F)F.CCN(C(C)C)C(C)C.[NH2:56][CH:57]([C:67]1[CH:72]=[CH:71][CH:70]=[CH:69][CH:68]=1)[C:58]1[CH:65]=[CH:64][C:61]([C:62]#[N:63])=[CH:60][C:59]=1[CH3:66], predict the reaction product. The product is: [C:62]([C:61]1[CH:64]=[CH:65][C:58]([CH:57]([C:67]2[CH:72]=[CH:71][CH:70]=[CH:69][CH:68]=2)[NH:56][C:20](=[O:21])[CH2:19][C:16]2[CH:17]=[CH:18][C:12]3[O:11][C:10]([C:2]([OH:1])([C:4]4[CH:9]=[CH:8][N:7]=[CH:6][CH:5]=4)[CH3:3])=[CH:14][C:13]=3[CH:15]=2)=[C:59]([CH3:66])[CH:60]=1)#[N:63]. (6) Given the reactants [Br:1][CH2:2][C:3]([C:5]1[CH:10]=[CH:9][CH:8]=[CH:7][C:6]=1[O:11][CH2:12][CH2:13][CH:14]=[CH2:15])=[O:4].C(C1C=CC([NH:25][C:26](=[O:29])[O:27][CH3:28])=CC=1OCCC=C)(=O)C, predict the reaction product. The product is: [Br:1][CH2:2][C:3]([C:5]1[CH:10]=[CH:9][C:8]([NH:25][C:26](=[O:29])[O:27][CH3:28])=[CH:7][C:6]=1[O:11][CH2:12][CH2:13][CH:14]=[CH2:15])=[O:4]. (7) Given the reactants [CH3:1][O:2][C:3]([CH:5]1[CH2:10][N:9]([S:11]([C:14]2[S:18][C:17]3[CH:19]=[C:20]([Cl:23])[CH:21]=[CH:22][C:16]=3[CH:15]=2)(=[O:13])=[O:12])[CH2:8][C:7](=[O:24])[N:6]1[CH2:25][C:26]1[CH:31]=[CH:30][C:29]([C:32]#[N:33])=[C:28]([N:34]=C(C2C=CC=CC=2)C2C=CC=CC=2)[CH:27]=1)=[O:4].C1COCC1.Cl, predict the reaction product. The product is: [CH3:1][O:2][C:3]([CH:5]1[CH2:10][N:9]([S:11]([C:14]2[S:18][C:17]3[CH:19]=[C:20]([Cl:23])[CH:21]=[CH:22][C:16]=3[CH:15]=2)(=[O:12])=[O:13])[CH2:8][C:7](=[O:24])[N:6]1[CH2:25][C:26]1[CH:31]=[CH:30][C:29]([C:32]#[N:33])=[C:28]([NH2:34])[CH:27]=1)=[O:4]. (8) Given the reactants [CH3:1][N:2]1[C:7](=[O:8])[C:6]2[C:9]([C:30]3[CH:35]=[CH:34][CH:33]=[CH:32][CH:31]=3)=[C:10]([C:12]3[CH:17]=[CH:16][C:15]([C:18]4([NH:22][C:23](=[O:29])[O:24][C:25]([CH3:28])([CH3:27])[CH3:26])[CH2:21][CH2:20][CH2:19]4)=[CH:14][CH:13]=3)[O:11][C:5]=2[N:4]=[C:3]1S(C)(=O)=O.[OH-].[Na+].C1C[O:45]CC1.CO, predict the reaction product. The product is: [CH3:1][N:2]1[C:7](=[O:8])[C:6]2[C:9]([C:30]3[CH:35]=[CH:34][CH:33]=[CH:32][CH:31]=3)=[C:10]([C:12]3[CH:17]=[CH:16][C:15]([C:18]4([NH:22][C:23](=[O:29])[O:24][C:25]([CH3:28])([CH3:27])[CH3:26])[CH2:21][CH2:20][CH2:19]4)=[CH:14][CH:13]=3)[O:11][C:5]=2[NH:4][C:3]1=[O:45]. (9) The product is: [F:32][C:33]1[CH:34]=[CH:35][C:36]([C:39]2[CH:44]=[CH:43][C:42]([O:45][CH2:47][CH:48]3[CH:53]([NH:54][C:55](=[O:61])[O:56][C:57]([CH3:60])([CH3:59])[CH3:58])[CH2:52][CH2:51][O:50][CH2:49]3)=[CH:41][CH:40]=2)=[N:37][CH:38]=1. Given the reactants P(CCCC)(CCCC)CCCC.C1CCN(C(N=NC(N2CCCCC2)=O)=O)CC1.[F:32][C:33]1[CH:34]=[CH:35][C:36]([C:39]2[CH:44]=[CH:43][C:42]([OH:45])=[CH:41][CH:40]=2)=[N:37][CH:38]=1.O[CH2:47][CH:48]1[CH:53]([NH:54][C:55](=[O:61])[O:56][C:57]([CH3:60])([CH3:59])[CH3:58])[CH2:52][CH2:51][O:50][CH2:49]1.[OH-].[Na+], predict the reaction product.